This data is from Full USPTO retrosynthesis dataset with 1.9M reactions from patents (1976-2016). The task is: Predict the reactants needed to synthesize the given product. Given the product [CH3:1][O:2][C:3](=[O:27])[C:4]1[CH:9]=[CH:8][C:7]([C:10]([C:12]2[C:21]([O:22][CH2:42][C:41]3[CH:44]=[CH:45][C:38]([C:34]([CH3:37])([CH3:36])[CH3:35])=[CH:39][CH:40]=3)=[CH:20][C:19]3[C:18]([CH3:23])([CH3:24])[CH2:17][CH2:16][C:15]([CH3:26])([CH3:25])[C:14]=3[CH:13]=2)=[O:11])=[CH:6][CH:5]=1, predict the reactants needed to synthesize it. The reactants are: [CH3:1][O:2][C:3](=[O:27])[C:4]1[CH:9]=[CH:8][C:7]([C:10]([C:12]2[C:21]([OH:22])=[CH:20][C:19]3[C:18]([CH3:24])([CH3:23])[CH2:17][CH2:16][C:15]([CH3:26])([CH3:25])[C:14]=3[CH:13]=2)=[O:11])=[CH:6][CH:5]=1.C([O-])([O-])=O.[K+].[K+].[C:34]([C:38]1[CH:45]=[CH:44][C:41]([CH2:42]Br)=[CH:40][CH:39]=1)([CH3:37])([CH3:36])[CH3:35].